The task is: Predict the reactants needed to synthesize the given product.. This data is from Full USPTO retrosynthesis dataset with 1.9M reactions from patents (1976-2016). (1) The reactants are: S(Cl)([Cl:4])(=O)=O.[C:6]([C:8]1[CH:28]=[CH:27][C:11]([O:12][CH:13]2[CH2:18][CH2:17][CH:16]([NH:19]C(=O)OC(C)(C)C)[CH2:15][CH2:14]2)=[CH:10][C:9]=1[F:29])#[N:7]. Given the product [NH2:19][C@H:16]1[CH2:17][CH2:18][C@H:13]([O:12][C:11]2[C:27]([Cl:4])=[CH:28][C:8]([C:6]#[N:7])=[C:9]([F:29])[CH:10]=2)[CH2:14][CH2:15]1, predict the reactants needed to synthesize it. (2) Given the product [CH3:11][O:12][C:13](=[O:24])[CH2:14][C:15]1[C:16]([Cl:23])=[CH:17][C:18]([NH:22][C:2]2[C:7]([N+:8]([O-:10])=[O:9])=[CH:6][CH:5]=[CH:4][N:3]=2)=[CH:19][C:20]=1[Cl:21], predict the reactants needed to synthesize it. The reactants are: Cl[C:2]1[C:7]([N+:8]([O-:10])=[O:9])=[CH:6][CH:5]=[CH:4][N:3]=1.[CH3:11][O:12][C:13](=[O:24])[CH2:14][C:15]1[C:20]([Cl:21])=[CH:19][C:18]([NH2:22])=[CH:17][C:16]=1[Cl:23].Cl.O1CCOCC1. (3) The reactants are: [Cl:1][C:2]1[CH:7]=[C:6]([O:8][CH3:9])[CH:5]=[CH:4][C:3]=1[C:10]1[N:11]=[C:12]([N:16]([C:20]2[CH:25]=[C:24]([CH2:26][OH:27])[CH:23]=[CH:22][C:21]=2[O:28][CH3:29])[CH2:17][CH2:18][CH3:19])[S:13][C:14]=1[CH3:15].[H-].[Na+].[CH3:32]I. Given the product [ClH:1].[Cl:1][C:2]1[CH:7]=[C:6]([O:8][CH3:9])[CH:5]=[CH:4][C:3]=1[C:10]1[N:11]=[C:12]([N:16]([C:20]2[CH:25]=[C:24]([CH2:26][O:27][CH3:32])[CH:23]=[CH:22][C:21]=2[O:28][CH3:29])[CH2:17][CH2:18][CH3:19])[S:13][C:14]=1[CH3:15], predict the reactants needed to synthesize it. (4) The reactants are: [NH:1]1[CH2:5][CH2:4][CH2:3][C:2]1=[O:6].[H-].[Na+].[CH3:9][C:10]1[C:11]([N:17]2[CH2:22][CH2:21][N:20]([C:23]([C:25]3[CH:26]=[N:27][C:28](F)=[CH:29][C:30]=3[CH3:31])=[O:24])[CH2:19][CH2:18]2)=[N:12][CH:13]=[C:14]([CH3:16])[CH:15]=1.O. Given the product [CH3:9][C:10]1[C:11]([N:17]2[CH2:22][CH2:21][N:20]([C:23]([C:25]3[C:30]([CH3:31])=[CH:29][C:28]([N:1]4[CH2:5][CH2:4][CH2:3][C:2]4=[O:6])=[N:27][CH:26]=3)=[O:24])[CH2:19][CH2:18]2)=[N:12][CH:13]=[C:14]([CH3:16])[CH:15]=1, predict the reactants needed to synthesize it. (5) Given the product [OH:42][CH2:41][C:38]1[CH:39]=[CH:40][C:35]([CH:26]([O:25][CH:20]2[CH2:21][CH2:22][CH2:23][CH2:24][O:19]2)[C:27]2[CH:28]=[C:29]([CH:32]=[CH:33][CH:34]=2)[C:30]#[N:31])=[CH:36][CH:37]=1, predict the reactants needed to synthesize it. The reactants are: [F-].C([N+](CCCC)(CCCC)CCCC)CCC.[O:19]1[CH2:24][CH2:23][CH2:22][CH2:21][CH:20]1[O:25][CH:26]([C:35]1[CH:40]=[CH:39][C:38]([CH2:41][O:42][Si](C(C)C)(C(C)C)C(C)C)=[CH:37][CH:36]=1)[C:27]1[CH:28]=[C:29]([CH:32]=[CH:33][CH:34]=1)[C:30]#[N:31]. (6) Given the product [N:16]1[CH:15]=[CH:14][C:19]([C:6]2[CH:7]=[C:2]([Cl:1])[CH:3]=[CH:4][C:5]=2[OH:11])=[CH:18][N:17]=1, predict the reactants needed to synthesize it. The reactants are: [Cl:1][C:2]1[CH:3]=[CH:4][C:5]([OH:11])=[C:6](B(O)O)[CH:7]=1.Br.Br[C:14]1[CH:19]=[CH:18][N:17]=[N:16][CH:15]=1.C([O-])([O-])=O.[Na+].[Na+].